This data is from Catalyst prediction with 721,799 reactions and 888 catalyst types from USPTO. The task is: Predict which catalyst facilitates the given reaction. (1) Reactant: [N:1]1([CH:7]2[CH2:12][CH2:11][CH:10]([OH:13])[CH2:9][CH2:8]2)[CH2:6][CH2:5][O:4][CH2:3][CH2:2]1.[H-].[Na+].Cl[C:17]1[CH:22]=[CH:21][N:20]=[C:19]2[S:23][CH:24]=[CH:25][C:18]=12. Product: [S:23]1[C:19]2=[N:20][CH:21]=[CH:22][C:17]([O:13][CH:10]3[CH2:9][CH2:8][CH:7]([N:1]4[CH2:2][CH2:3][O:4][CH2:5][CH2:6]4)[CH2:12][CH2:11]3)=[C:18]2[CH:25]=[CH:24]1. The catalyst class is: 9. (2) Reactant: [C:1]([C:4]1[CH:5]=[CH:6][C:7]([F:28])=[C:8]([C@H:14]2[CH2:16][C@H:15]2[NH:17][C:18]([NH:20][C:21]2[CH:26]=[CH:25][C:24]([Cl:27])=[CH:23][N:22]=2)=[O:19])[C:9]=1[O:10]COC)(=[O:3])[CH3:2].Cl.O. Product: [C:1]([C:4]1[CH:5]=[CH:6][C:7]([F:28])=[C:8]([C@H:14]2[CH2:16][C@H:15]2[NH:17][C:18]([NH:20][C:21]2[CH:26]=[CH:25][C:24]([Cl:27])=[CH:23][N:22]=2)=[O:19])[C:9]=1[OH:10])(=[O:3])[CH3:2]. The catalyst class is: 12.